This data is from Peptide-MHC class I binding affinity with 185,985 pairs from IEDB/IMGT. The task is: Regression. Given a peptide amino acid sequence and an MHC pseudo amino acid sequence, predict their binding affinity value. This is MHC class I binding data. The peptide sequence is ESMMGSTAM. The MHC is HLA-B57:01 with pseudo-sequence HLA-B57:01. The binding affinity (normalized) is 0.0847.